From a dataset of Full USPTO retrosynthesis dataset with 1.9M reactions from patents (1976-2016). Predict the reactants needed to synthesize the given product. (1) Given the product [CH2:1]([O:3][C:4]([C:6]1[CH2:11][C@@H:10]([O:12][S:13]([CH3:16])(=[O:15])=[O:14])[C@@H:9]([O:17][S:18]([CH3:21])(=[O:20])=[O:19])[C@H:8]([N:27]=[N+:28]=[N-:29])[CH:7]=1)=[O:5])[CH3:2], predict the reactants needed to synthesize it. The reactants are: [CH2:1]([O:3][C:4]([C:6]1[CH2:11][C@@H:10]([O:12][S:13]([CH3:16])(=[O:15])=[O:14])[C@H:9]([O:17][S:18]([CH3:21])(=[O:20])=[O:19])[C@H:8](OS(C)(=O)=O)[CH:7]=1)=[O:5])[CH3:2].[N-:27]=[N+:28]=[N-:29].[Na+]. (2) Given the product [CH2:17]([O:21][N:3]1[C:4]([CH3:10])([CH3:9])[CH2:5][CH:6]([OH:8])[CH2:7][C:2]1([CH3:11])[CH3:1])[CH2:18][CH3:19], predict the reactants needed to synthesize it. The reactants are: [CH3:1][C:2]1([CH3:11])[CH2:7][CH:6]([OH:8])[CH2:5][C:4]([CH3:10])([CH3:9])[NH:3]1.C(OO)(=O)C.[CH:17](=[O:21])[CH2:18][CH2:19]C.OO.